Dataset: HIV replication inhibition screening data with 41,000+ compounds from the AIDS Antiviral Screen. Task: Binary Classification. Given a drug SMILES string, predict its activity (active/inactive) in a high-throughput screening assay against a specified biological target. (1) The drug is CC1CC2(C)ON=C(c3ccccc3)N2c2ccccc2S1. The result is 0 (inactive). (2) The drug is O=C1NC(=O)C23CCCCc4cccc(c42)C(=O)C13. The result is 0 (inactive). (3) The compound is CC1c2c(cc(OC(=O)c3cccc(S(=O)(=O)F)c3)nc2OC(=O)c2cccc(S(=O)(=O)F)c2)C(=O)N1Cc1ccccc1. The result is 0 (inactive). (4) The molecule is Cc1ccc2nc(C=Nc3ccccc3Cl)cc(C)c2c1. The result is 0 (inactive). (5) The compound is N#Cc1c(Nc2ccccc2)n2[nH]c(=N)c(N=Nc3ccccc3)c2[nH]c1=N. The result is 0 (inactive). (6) The compound is Cn1c(C(C#N)C(=O)c2cc(O)ccc2[N+](=O)[O-])nc2ccccc21. The result is 0 (inactive). (7) The molecule is CN(C)c1ccc(C=Nc2ccc(SSc3ccc(N=Cc4ccc(N(C)C)cc4)cc3)cc2)cc1. The result is 0 (inactive). (8) The compound is CC1(C)OC(C#N)CC(CC2(C#N)CC(CCl)OC(C)(C)O2)O1. The result is 0 (inactive). (9) The result is 0 (inactive). The molecule is Cc1cc(-c2cc(C(C)(C)C)c(O)c(C(C)(C)C)c2)c(C)cc1-c1cc(C(C)(C)C)c(O)c(C(C)(C)C)c1.